The task is: Predict the product of the given reaction.. This data is from Forward reaction prediction with 1.9M reactions from USPTO patents (1976-2016). (1) Given the reactants Br[C:2]1[S:6][C:5]([C@@:7]2([CH2:15][C:16]([O:18][CH2:19][CH2:20][Si:21]([CH3:24])([CH3:23])[CH3:22])=[O:17])[CH2:12][CH2:11][CH2:10][CH2:9][S:8]2(=O)=O)=[CH:4][CH:3]=1.C1(P(C2C=CC=CC=2)C2C=CC=CC=2)C=CC=CC=1.C(N(CC)CC)C.[C:51]([C:53]1[CH:58]=[CH:57][C:56]([O:59][CH3:60])=[CH:55][CH:54]=1)#[CH:52], predict the reaction product. The product is: [CH3:60][O:59][C:56]1[CH:57]=[CH:58][C:53]([C:51]#[C:52][C:2]2[S:6][C:5]([C@@:7]3([CH2:15][C:16]([O:18][CH2:19][CH2:20][Si:21]([CH3:24])([CH3:23])[CH3:22])=[O:17])[CH2:12][CH2:11][CH2:10][CH2:9][S:8]3)=[CH:4][CH:3]=2)=[CH:54][CH:55]=1. (2) Given the reactants [F:1][C:2]1[CH:3]=[C:4]2[C:8](=[CH:9][CH:10]=1)[NH:7][CH:6]=[C:5]2[C@@H:11]1[CH2:16][CH2:15][C@H:14]([NH:17][CH:18]2[CH2:27][C:26]3[C:21](=[CH:22][CH:23]=[CH:24][C:25]=3[O:28][CH3:29])[O:20][CH2:19]2)[CH2:13][CH2:12]1.[CH:30](=O)[CH2:31][CH3:32].C(O)(=O)C.C([BH3-])#N.[Na+], predict the reaction product. The product is: [F:1][C:2]1[CH:3]=[C:4]2[C:8](=[CH:9][CH:10]=1)[NH:7][CH:6]=[C:5]2[C@@H:11]1[CH2:16][CH2:15][C@H:14]([N:17]([CH2:30][CH2:31][CH3:32])[CH:18]2[CH2:27][C:26]3[C:21](=[CH:22][CH:23]=[CH:24][C:25]=3[O:28][CH3:29])[O:20][CH2:19]2)[CH2:13][CH2:12]1. (3) Given the reactants [CH:1]1([CH2:4][N:5]2[C:13]3[N:12]=[C:11]([CH2:14][C:15]4[CH:20]=[CH:19][C:18]([NH2:21])=[CH:17][CH:16]=4)[NH:10][C:9]=3[C:8](=[O:22])[N:7]([CH2:23][C:24]3[CH:29]=[CH:28][CH:27]=[CH:26][C:25]=3[F:30])[C:6]2=[O:31])[CH2:3][CH2:2]1.[CH3:32][C:33]([CH3:35])=O.C([BH3-])#N.[Na+].C(O)(=O)C, predict the reaction product. The product is: [CH:1]1([CH2:4][N:5]2[C:13]3[N:12]=[C:11]([CH2:14][C:15]4[CH:16]=[CH:17][C:18]([NH:21][CH:33]([CH3:35])[CH3:32])=[CH:19][CH:20]=4)[NH:10][C:9]=3[C:8](=[O:22])[N:7]([CH2:23][C:24]3[CH:29]=[CH:28][CH:27]=[CH:26][C:25]=3[F:30])[C:6]2=[O:31])[CH2:3][CH2:2]1. (4) Given the reactants [CH:1]1[C:10]2[C:5](=[CH:6][CH:7]=[CH:8][CH:9]=2)[CH:4]=[CH:3][C:2]=1[C:11]([N:13]([C:26]1[CH:31]=[CH:30][C:29]([CH3:32])=[CH:28][N:27]=1)C(C1C=CC2C(=CC=CC=2)C=1)=O)=[O:12], predict the reaction product. The product is: [CH3:32][C:29]1[CH:30]=[CH:31][C:26]([NH:13][C:11]([C:2]2[CH:3]=[CH:4][C:5]3[C:10](=[CH:9][CH:8]=[CH:7][CH:6]=3)[CH:1]=2)=[O:12])=[N:27][CH:28]=1. (5) Given the reactants [OH:1][CH2:2][C@H:3]1CC[CH2:5][N:4]1[CH2:8][C:9]1[S:13][CH:12]=[C:11]([C:14]2[CH:15]=[C:16]3[C:20](=[C:21]([C:23]([NH2:25])=[O:24])[CH:22]=2)[NH:19][CH:18]=[C:17]3[CH:26]2[CH2:31][CH2:30][N:29]([S:32]([CH:35]([CH3:37])[CH3:36])(=[O:34])=[O:33])[CH2:28][CH2:27]2)[CH:10]=1.N1CCC[C@@H]1CO, predict the reaction product. The product is: [OH:1][CH2:2][CH2:3][N:4]([CH2:8][C:9]1[S:13][CH:12]=[C:11]([C:14]2[CH:15]=[C:16]3[C:20](=[C:21]([C:23]([NH2:25])=[O:24])[CH:22]=2)[NH:19][CH:18]=[C:17]3[CH:26]2[CH2:31][CH2:30][N:29]([S:32]([CH:35]([CH3:37])[CH3:36])(=[O:33])=[O:34])[CH2:28][CH2:27]2)[CH:10]=1)[CH3:5]. (6) Given the reactants [CH3:1][N:2]([C:9]1[N:14]2[N:15]=[CH:16][C:17]([CH2:18][CH2:19][C:20]([O:22]CC)=[O:21])=[C:13]2[N:12]=[CH:11][N:10]=1)[C:3]1[CH:8]=[CH:7][CH:6]=[CH:5][CH:4]=1.[OH-].[Na+], predict the reaction product. The product is: [CH3:1][N:2]([C:9]1[N:14]2[N:15]=[CH:16][C:17]([CH2:18][CH2:19][C:20]([OH:22])=[O:21])=[C:13]2[N:12]=[CH:11][N:10]=1)[C:3]1[CH:8]=[CH:7][CH:6]=[CH:5][CH:4]=1. (7) Given the reactants [O:1]=[C:2]1[N:6]([C:7]2[CH:12]=[CH:11][CH:10]=[C:9]([C:13]([F:16])([F:15])[F:14])[CH:8]=2)[CH2:5][CH:4]([C:17]([OH:19])=O)[CH2:3]1.S(Cl)(Cl)=O.[CH3:24][Si](C=[N+]=[N-])(C)C.[BrH:31].C(O)(=O)C.C(=O)(O)[O-].[Na+], predict the reaction product. The product is: [Br:31][CH2:24][C:17]([CH:4]1[CH2:5][N:6]([C:7]2[CH:12]=[CH:11][CH:10]=[C:9]([C:13]([F:14])([F:15])[F:16])[CH:8]=2)[C:2](=[O:1])[CH2:3]1)=[O:19].